This data is from Full USPTO retrosynthesis dataset with 1.9M reactions from patents (1976-2016). The task is: Predict the reactants needed to synthesize the given product. (1) Given the product [Cl:25][C:26]1[C:27]([O:36][CH2:37][C:38]23[CH2:48][C:42]4([F:49])[CH2:43][C:44]([F:47])([CH2:46][C:40]([F:50])([CH2:41]4)[CH2:39]2)[CH2:45]3)=[CH:28][C:29]([F:35])=[C:30]([CH:34]=1)[C:31]([NH:58][S:55]([CH3:54])(=[O:57])=[O:56])=[O:32], predict the reactants needed to synthesize it. The reactants are: C12(COC3C(C4CC4)=CC(C(O)=O)=CN=3)CC3CC(CC(C3)C1)C2.[Cl:25][C:26]1[C:27]([O:36][CH2:37][C:38]23[CH2:48][C:42]4([F:49])[CH2:43][C:44]([F:47])([CH2:46][C:40]([F:50])([CH2:41]4)[CH2:39]2)[CH2:45]3)=[CH:28][C:29]([F:35])=[C:30]([CH:34]=1)[C:31](O)=[O:32].COC[CH2:54][S:55]([NH2:58])(=[O:57])=[O:56].CS(N)(=O)=O. (2) Given the product [CH3:1][O:2][C:3]1[C:4]([N+:12]([O-:14])=[O:13])=[CH:5][C:6]([CH3:7])=[C:18]([CH:10]=1)[C:19]([OH:21])=[O:20], predict the reactants needed to synthesize it. The reactants are: [CH3:1][O:2][C:3]1[C:4]([N+:12]([O-:14])=[O:13])=[CH:5][C:6](C)=[C:7]([CH:10]=1)C#N.C(Cl)Cl.[CH3:18][C:19]([OH:21])=[O:20]. (3) Given the product [CH3:1][C:2]1[C:3]([NH2:22])=[CH:4][C:5]2[N:6]([N:8]=[C:9]([C:11]3[CH:16]=[CH:15][CH:14]=[CH:13][CH:12]=3)[N:10]=2)[CH:7]=1, predict the reactants needed to synthesize it. The reactants are: [CH3:1][C:2]1[C:3](C(O)=O)=[CH:4][C:5]2[N:6]([N:8]=[C:9]([C:11]3[CH:16]=[CH:15][CH:14]=[CH:13][CH:12]=3)[N:10]=2)[CH:7]=1.C([N:22](CC)CC)C.P(N=[N+]=[N-])(=O)(OC1C=CC=CC=1)OC1C=CC=CC=1. (4) Given the product [CH3:23][O:22][C:19]1[CH:18]=[CH:17][C:16]([C:10]2[CH2:11][O:12][C:13]3[C:8]([CH:9]=2)=[CH:7][CH:6]=[C:5]([OH:4])[C:14]=3[CH3:15])=[CH:21][CH:20]=1, predict the reactants needed to synthesize it. The reactants are: C([O:4][C:5]1[C:14]([CH3:15])=[C:13]2[C:8]([CH:9]=[C:10]([C:16]3[CH:21]=[CH:20][C:19]([O:22][CH3:23])=[CH:18][CH:17]=3)[CH2:11][O:12]2)=[CH:7][CH:6]=1)(=O)C.N1C=CN=C1.CC1C(O)=CC=C2C=1OCC(C1C=CC(O)=CC=1)=C2. (5) Given the product [F:45][C:41]1[CH:40]=[C:39]([C@H:38]2[O:37][C:36](=[O:46])[NH:35][C@@H:34]2[C:30]2[CH:31]=[N:32][CH:33]=[C:28]([C:51]#[C:52][C:53]3[CH:54]=[N:55][CH:56]=[CH:57][CH:58]=3)[CH:29]=2)[CH:44]=[CH:43][CH:42]=1, predict the reactants needed to synthesize it. The reactants are: C1([C@H]2OC(=O)N[C@@H]2C2C=CN=C(C#CC3C=CC=CN=3)C=2)C=CC=CC=1.Br[C:28]1[CH:29]=[C:30]([C@@H:34]2[C@@H:38]([C:39]3[CH:44]=[CH:43][CH:42]=[C:41]([F:45])[CH:40]=3)[O:37][C:36](=[O:46])[NH:35]2)[CH:31]=[N:32][CH:33]=1.C[Si]([C:51]#[C:52][C:53]1[CH:54]=[N:55][CH:56]=[CH:57][CH:58]=1)(C)C. (6) Given the product [Br:1][C:2]1[C:3](/[N:9]=[CH:10]/[NH:11][OH:16])=[N:4][CH:5]=[C:6]([Cl:8])[CH:7]=1, predict the reactants needed to synthesize it. The reactants are: [Br:1][C:2]1[C:3](/[N:9]=[CH:10]/[N:11](C)C)=[N:4][CH:5]=[C:6]([Cl:8])[CH:7]=1.Cl.N[OH:16]. (7) Given the product [OH:2][C:3]1[CH:4]=[C:5]2[C:10](=[CH:11][C:12]=1[O:13][CH3:14])[N:9]=[CH:8][NH:7][C:6]2=[O:15], predict the reactants needed to synthesize it. The reactants are: C[O:2][C:3]1[CH:4]=[C:5]2[C:10](=[CH:11][C:12]=1[O:13][CH3:14])[N:9]=[CH:8][NH:7][C:6]2=[O:15].[OH-].[Na+].